From a dataset of Catalyst prediction with 721,799 reactions and 888 catalyst types from USPTO. Predict which catalyst facilitates the given reaction. Reactant: [C:1]([O:7][CH2:8][CH2:9][CH2:10][CH2:11][C@H:12]([NH:22][C:23]([O:25]C(C)(C)C)=[O:24])[CH2:13][O:14][Si:15]([C:18]([CH3:21])([CH3:20])[CH3:19])([CH3:17])[CH3:16])(=[O:6])[C:2]([CH3:5])([CH3:4])[CH3:3].[H-].[Na+].I[CH2:33][CH2:34][CH:35]([CH3:37])[CH3:36]. Product: [C:1]([O:7][CH2:8][CH2:9][CH2:10][CH2:11][C@H:12]([N:22]([C:23]([O:25][CH2:8][CH2:9][CH2:10][CH3:11])=[O:24])[CH2:33][CH2:34][CH:35]([CH3:37])[CH3:36])[CH2:13][O:14][Si:15]([C:18]([CH3:20])([CH3:21])[CH3:19])([CH3:17])[CH3:16])(=[O:6])[C:2]([CH3:4])([CH3:5])[CH3:3]. The catalyst class is: 3.